From a dataset of Forward reaction prediction with 1.9M reactions from USPTO patents (1976-2016). Predict the product of the given reaction. (1) Given the reactants [CH3:1][O:2][C:3]([C:5]1[C:6]2[C:7]([CH3:23])=[N:8][N:9]([C:14]3[CH:19]=[CH:18][C:17]([C:20]#[N:21])=[C:16](Br)[CH:15]=3)[C:10]=2[CH:11]=[CH:12][CH:13]=1)=[O:4].[NH2:24][CH2:25][C:26]([CH3:29])([OH:28])[CH3:27].C(=O)([O-])[O-].[Cs+].[Cs+].C1(P(C2C=CC=CC=2)C2C3OC4C(=CC=CC=4P(C4C=CC=CC=4)C4C=CC=CC=4)C(C)(C)C=3C=CC=2)C=CC=CC=1, predict the reaction product. The product is: [CH3:1][O:2][C:3]([C:5]1[C:6]2[C:7]([CH3:23])=[N:8][N:9]([C:14]3[CH:19]=[CH:18][C:17]([C:20]#[N:21])=[C:16]([NH:24][CH2:25][C:26]([OH:28])([CH3:29])[CH3:27])[CH:15]=3)[C:10]=2[CH:11]=[CH:12][CH:13]=1)=[O:4]. (2) Given the reactants [F:1][C:2]1[CH:3]=[CH:4][C:5]2[N:6]([CH:8]=[C:9]([CH3:11])[N:10]=2)[CH:7]=1.Cl[C:13]1[N:18]=[C:17]([NH:19][C:20]2[CH:25]=[CH:24][C:23]([C:26]([F:29])([F:28])[F:27])=[CH:22][CH:21]=2)[N:16]=[C:15]([N:30]([C:38]([O:40][C:41]([CH3:44])([CH3:43])[CH3:42])=[O:39])[C:31]([O:33][C:34]([CH3:37])([CH3:36])[CH3:35])=[O:32])[CH:14]=1.C1(P(C2C=CC=CC=2)C2C=CC=CC=2)C=CC=CC=1.C([O-])(=O)C.[Cs+], predict the reaction product. The product is: [F:1][C:2]1[CH:3]=[CH:4][C:5]2[N:6]([C:8]([C:13]3[N:18]=[C:17]([NH:19][C:20]4[CH:21]=[CH:22][C:23]([C:26]([F:27])([F:28])[F:29])=[CH:24][CH:25]=4)[N:16]=[C:15]([N:30]([C:38]([O:40][C:41]([CH3:44])([CH3:43])[CH3:42])=[O:39])[C:31]([O:33][C:34]([CH3:37])([CH3:36])[CH3:35])=[O:32])[CH:14]=3)=[C:9]([CH3:11])[N:10]=2)[CH:7]=1. (3) Given the reactants [Cl:1][C:2]1[CH:24]=[CH:23][C:5]([CH2:6][NH:7][C:8]([C:10]2[C:11](=[O:22])[C:12]3[CH:19]=[C:18]([CH2:20]Cl)[S:17][C:13]=3[N:14]([CH3:16])[CH:15]=2)=[O:9])=[CH:4][CH:3]=1.C(N(CC)C(C)C)(C)C.[O:34]1[CH:38]=[CH:37][CH:36]=[C:35]1[CH:39]([OH:43])[CH2:40][NH:41][CH3:42].O, predict the reaction product. The product is: [Cl:1][C:2]1[CH:24]=[CH:23][C:5]([CH2:6][NH:7][C:8]([C:10]2[C:11](=[O:22])[C:12]3[CH:19]=[C:18]([CH2:20][N:41]([CH2:40][CH:39]([C:35]4[O:34][CH:38]=[CH:37][CH:36]=4)[OH:43])[CH3:42])[S:17][C:13]=3[N:14]([CH3:16])[CH:15]=2)=[O:9])=[CH:4][CH:3]=1. (4) Given the reactants [Li].[C:2](#[N:9])[C:3]1[CH:8]=[CH:7][CH:6]=[CH:5][CH:4]=1.CC(O)(C)C.[CH2:15]([O:22][C:23](=[O:26])[CH2:24]Br)[C:16]1[CH:21]=[CH:20][CH:19]=[CH:18][CH:17]=1.[Cl-].[NH4+], predict the reaction product. The product is: [CH2:15]([O:22][C:23](=[O:26])[CH2:24][C:3]1([C:2]#[N:9])[CH:8]=[CH:7][CH2:6][CH:5]=[CH:4]1)[C:16]1[CH:21]=[CH:20][CH:19]=[CH:18][CH:17]=1. (5) Given the reactants [Cl-].[Al+3].[Cl-].[Cl-].[Cl:5][C:6]1[CH:7]=[CH:8][C:9]2[S:13][C:12](=[O:14])[N:11]([CH3:15])[C:10]=2[CH:16]=1.[Br:17][CH2:18][C:19](Br)=[O:20], predict the reaction product. The product is: [Br:17][CH2:18][C:19]([C:7]1[C:6]([Cl:5])=[CH:16][C:10]2[N:11]([CH3:15])[C:12](=[O:14])[S:13][C:9]=2[CH:8]=1)=[O:20].